Predict the reactants needed to synthesize the given product. From a dataset of Full USPTO retrosynthesis dataset with 1.9M reactions from patents (1976-2016). (1) Given the product [O:36]1[CH2:37][CH2:38][N:33]([C:31](=[O:32])[CH2:30][O:29][C:2]2[CH:11]=[CH:10][CH:9]=[C:8]3[C:3]=2[C:4](=[O:28])[N:5]([C:22]2[CH:27]=[CH:26][CH:25]=[CH:24][CH:23]=2)[C:6]([C@@H:12]([NH:14][C:15](=[O:21])[O:16][C:17]([CH3:20])([CH3:19])[CH3:18])[CH3:13])=[N:7]3)[CH2:34][CH2:35]1, predict the reactants needed to synthesize it. The reactants are: F[C:2]1[CH:11]=[CH:10][CH:9]=[C:8]2[C:3]=1[C:4](=[O:28])[N:5]([C:22]1[CH:27]=[CH:26][CH:25]=[CH:24][CH:23]=1)[C:6]([C@@H:12]([NH:14][C:15](=[O:21])[O:16][C:17]([CH3:20])([CH3:19])[CH3:18])[CH3:13])=[N:7]2.[OH:29][CH2:30][C:31]([N:33]1[CH2:38][CH2:37][O:36][CH2:35][CH2:34]1)=[O:32].C([O-])([O-])=O.[K+].[K+]. (2) Given the product [CH3:1][NH:2][C@H:3]([C:13]([NH:15][C@H:16]([C:21]([N:23]([C@@H:25]([CH:35]([CH3:37])[CH3:36])/[CH:26]=[C:27](/[S:29]([OH:32])(=[O:31])=[O:30])\[CH3:28])[CH3:24])=[O:22])[C:17]([CH3:20])([CH3:19])[CH3:18])=[O:14])[C:4]([CH3:11])([CH3:12])[C:5]1[CH:6]=[CH:7][CH:8]=[CH:9][CH:10]=1.[CH3:1][NH:2][C@H:3]([C:13]([NH:15][C@H:16]([C:21]([N:23]([C@@H:25]([CH:35]([CH3:37])[CH3:36])/[CH:26]=[C:27](\[S:29]([OH:32])(=[O:31])=[O:30])/[CH3:28])[CH3:24])=[O:22])[C:17]([CH3:20])([CH3:19])[CH3:18])=[O:14])[C:4]([CH3:11])([CH3:12])[C:5]1[CH:6]=[CH:7][CH:8]=[CH:9][CH:10]=1, predict the reactants needed to synthesize it. The reactants are: [CH3:1][NH:2][C@H:3]([C:13]([NH:15][C@H:16]([C:21]([N:23]([C@@H:25]([CH:35]([CH3:37])[CH3:36])/[CH:26]=[C:27](/[S:29]([O:32]CC)(=[O:31])=[O:30])\[CH3:28])[CH3:24])=[O:22])[C:17]([CH3:20])([CH3:19])[CH3:18])=[O:14])[C:4]([CH3:12])([CH3:11])[C:5]1[CH:10]=[CH:9][CH:8]=[CH:7][CH:6]=1. (3) The reactants are: C(OC([N:8]1[CH2:13][CH2:12][N:11]([C:14]2[C:15]3[C:30]([CH:31]4[CH2:33][CH2:32]4)=[CH:29][N:28]=[CH:27][C:16]=3[N:17]=[C:18]([C:20]3[CH:25]=[CH:24][N:23]=[C:22](Cl)[CH:21]=3)[N:19]=2)[CH2:10][CH2:9]1)=O)(C)(C)C.[NH2:34][C:35]1[CH:40]=[CH:39][CH:38]=[CH:37][CH:36]=1.CC1(C)C2C=CC=C(P(C3C=CC=CC=3)C3C=CC=CC=3)C=2OC2C1=CC=CC=2P(C1C=CC=CC=1)C1C=CC=CC=1.C(=O)([O-])[O-].[Cs+].[Cs+].FC(F)(F)C(O)=O. Given the product [CH:31]1([C:30]2[C:15]3[C:14]([N:11]4[CH2:12][CH2:13][NH:8][CH2:9][CH2:10]4)=[N:19][C:18]([C:20]4[CH:25]=[CH:24][N:23]=[C:22]([NH:34][C:35]5[CH:40]=[CH:39][CH:38]=[CH:37][CH:36]=5)[CH:21]=4)=[N:17][C:16]=3[CH:27]=[N:28][CH:29]=2)[CH2:33][CH2:32]1, predict the reactants needed to synthesize it. (4) Given the product [Br:1][C:2]1[C:3](=[O:47])[N:4]([CH2:38][C:39]2[CH:44]=[CH:43][C:42]([O:45][CH3:46])=[CH:41][CH:40]=2)[C:5]([CH3:37])=[CH:6][C:7]=1[O:8][CH2:9][C:10]1[CH:36]=[CH:35][CH:34]=[CH:33][C:11]=1[CH2:12][NH:13][C:14]([NH:16][C:17]1[N:21]([C:22]2[CH:27]=[CH:26][CH:25]=[C:24]([O:66][CH3:65])[CH:23]=2)[N:20]=[C:19]([C:29]([CH3:32])([CH3:31])[CH3:30])[CH:18]=1)=[O:15], predict the reactants needed to synthesize it. The reactants are: [Br:1][C:2]1[C:3](=[O:47])[N:4]([CH2:38][C:39]2[CH:44]=[CH:43][C:42]([O:45][CH3:46])=[CH:41][CH:40]=2)[C:5]([CH3:37])=[CH:6][C:7]=1[O:8][CH2:9][C:10]1[CH:36]=[CH:35][CH:34]=[CH:33][C:11]=1[CH2:12][NH:13][C:14]([NH:16][C:17]1[N:21]([C:22]2[CH:27]=[CH:26][CH:25]=[C:24](F)[CH:23]=2)[N:20]=[C:19]([C:29]([CH3:32])([CH3:31])[CH3:30])[CH:18]=1)=[O:15].C(N(CC)CC)C.C(C1C=C(N[C:65](=O)[O:66]C2C=CC([N+]([O-])=O)=CC=2)N(C2C=CC=C(OC)C=2)N=1)(C)(C)C. (5) Given the product [Br:12][C:13]1[CH:14]=[C:15]([CH:16]2[C:2]([C:1]([O:7][C:8]([CH3:11])([CH3:10])[CH3:9])=[O:6])=[C:3]([CH3:5])[NH:22][C:3]([CH3:5])=[C:2]2[C:1]([O:7][C:8]([CH3:11])([CH3:10])[CH3:9])=[O:23])[CH:18]=[CH:19][C:20]=1[F:21], predict the reactants needed to synthesize it. The reactants are: [C:1]([O:7][C:8]([CH3:11])([CH3:10])[CH3:9])(=[O:6])[CH2:2][C:3]([CH3:5])=O.[Br:12][C:13]1[CH:14]=[C:15]([CH:18]=[CH:19][C:20]=1[F:21])[CH:16]=O.[NH4+:22].[OH-:23]. (6) Given the product [N:3]1[CH:4]=[CH:5][N:6]=[CH:7][C:2]=1[NH:1][C:11]([CH:8]1[CH2:10][CH2:9]1)=[O:12], predict the reactants needed to synthesize it. The reactants are: [NH2:1][C:2]1[CH:7]=[N:6][CH:5]=[CH:4][N:3]=1.[CH:8]1([C:11](Cl)=[O:12])[CH2:10][CH2:9]1.